Dataset: Full USPTO retrosynthesis dataset with 1.9M reactions from patents (1976-2016). Task: Predict the reactants needed to synthesize the given product. (1) Given the product [N+:16]([C:19]1[CH:20]=[N:21][N:22]([CH2:3][CH2:4][N:5]2[CH2:9][CH2:8][CH2:7][CH2:6]2)[CH:23]=1)([O-:18])=[O:17], predict the reactants needed to synthesize it. The reactants are: Cl.Cl[CH2:3][CH2:4][N:5]1[CH2:9][CH2:8][CH2:7][CH2:6]1.C(=O)([O-])[O-].[K+].[K+].[N+:16]([C:19]1[CH:20]=[N:21][NH:22][CH:23]=1)([O-:18])=[O:17]. (2) Given the product [F:21][C:19]1[CH:18]=[CH:17][C:13]2[C:14](=[O:15])[NH:1][C:2]3[CH:7]=[C:6]([C:8]([OH:10])=[O:9])[CH:5]=[CH:4][C:3]=3[S:11][C:12]=2[CH:20]=1, predict the reactants needed to synthesize it. The reactants are: [NH2:1][C:2]1[CH:7]=[C:6]([C:8]([OH:10])=[O:9])[CH:5]=[CH:4][C:3]=1[S:11][C:12]1[CH:20]=[C:19]([F:21])[CH:18]=[CH:17][C:13]=1[C:14](O)=[O:15]. (3) Given the product [F:32][C:2]([F:33])([F:1])[C:3]1[CH:27]=[C:26]([C:28]([F:30])([F:29])[F:31])[CH:25]=[CH:24][C:4]=1[CH2:5][N:6]1[C:14]2[C:9](=[CH:10][C:11]([CH:15]=[C:16]3[S:20][C:19]([N:42]4[CH2:43][CH2:44][N:39]([CH2:38][CH2:37][O:36][CH2:34][CH3:35])[CH2:40][CH2:41]4)=[N:18][C:17]3=[O:23])=[CH:12][CH:13]=2)[CH:8]=[N:7]1, predict the reactants needed to synthesize it. The reactants are: [F:1][C:2]([F:33])([F:32])[C:3]1[CH:27]=[C:26]([C:28]([F:31])([F:30])[F:29])[CH:25]=[CH:24][C:4]=1[CH2:5][N:6]1[C:14]2[C:9](=[CH:10][C:11]([CH:15]=[C:16]3[S:20][C:19](SC)=[N:18][C:17]3=[O:23])=[CH:12][CH:13]=2)[CH:8]=[N:7]1.[CH2:34]([O:36][CH2:37][CH2:38][N:39]1[CH2:44][CH2:43][NH:42][CH2:41][CH2:40]1)[CH3:35]. (4) The reactants are: [N+:1]([C:4]1[CH:5]=[CH:6][C:7]([O:10][C:11]2[CH:12]=[C:13]3[C:18](=[CH:19][CH:20]=2)[O:17][CH:16]([C:21]2[CH:26]=[CH:25][CH:24]=[C:23]([O:27]CC4C=CC=CC=4)[CH:22]=2)[CH2:15][CH2:14]3)=[N:8][CH:9]=1)([O-])=O. Given the product [NH2:1][C:4]1[CH:5]=[CH:6][C:7]([O:10][C:11]2[CH:12]=[C:13]3[C:18](=[CH:19][CH:20]=2)[O:17][CH:16]([C:21]2[CH:22]=[C:23]([OH:27])[CH:24]=[CH:25][CH:26]=2)[CH2:15][CH2:14]3)=[N:8][CH:9]=1, predict the reactants needed to synthesize it. (5) Given the product [CH2:1]([CH:3]([N:6]1[C:18]2[C:17]3[CH:16]=[CH:15][N:14]=[C:13]([C:19]4[C:24]([CH3:25])=[CH:23][C:22]([CH3:26])=[CH:21][C:20]=4[CH3:27])[C:12]=3[N:11]=[C:10]([CH3:28])[C:9]=2[CH:8]=[CH:7]1)[CH2:4][CH3:5])[CH3:2], predict the reactants needed to synthesize it. The reactants are: [CH2:1]([CH:3]([N:6]1[C:18]2[C:17]3[CH:16]=[CH:15][N:14]=[C:13]([C:19]4[C:24]([CH3:25])=[CH:23][C:22]([CH3:26])=[CH:21][C:20]=4[CH3:27])[C:12]=3[N:11]=[C:10]([CH3:28])[C:9]=2[CH2:8][CH2:7]1)[CH2:4][CH3:5])[CH3:2]. (6) Given the product [OH:2][CH2:3][C:4]1[CH:9]=[CH:8][C:7]([CH2:10][S:11]([NH:12][C:13]2[CH:14]=[N:15][CH:16]=[CH:17][CH:18]=2)(=[O:20])=[O:19])=[CH:6][CH:5]=1, predict the reactants needed to synthesize it. The reactants are: C[O:2][C:3](=O)[C:4]1[CH:9]=[CH:8][C:7]([CH2:10][S:11](=[O:20])(=[O:19])[NH:12][C:13]2[CH:14]=[N:15][CH:16]=[CH:17][CH:18]=2)=[CH:6][CH:5]=1.[H-].[H-].[H-].[H-].[Li+].[Al+3]. (7) The reactants are: C(S([NH:7][C@H:8]([C:19]1[CH:24]=[C:23]([F:25])[CH:22]=[C:21]([F:26])[CH:20]=1)[CH2:9][S:10][C:11]([CH3:18])([CH3:17])[C:12](OCC)=[O:13])=O)(C)(C)C.Cl.C(N(CC)CC)C.C1(C)C=CC=CC=1. Given the product [F:26][C:21]1[CH:20]=[C:19]([C@H:8]2[NH:7][C:12](=[O:13])[C:11]([CH3:18])([CH3:17])[S:10][CH2:9]2)[CH:24]=[C:23]([F:25])[CH:22]=1, predict the reactants needed to synthesize it.